Dataset: Full USPTO retrosynthesis dataset with 1.9M reactions from patents (1976-2016). Task: Predict the reactants needed to synthesize the given product. (1) Given the product [Br:1][C:2]1[CH:7]=[C:6]([Br:10])[C:5]([F:8])=[CH:4][C:3]=1[F:9], predict the reactants needed to synthesize it. The reactants are: [Br:1][C:2]1[CH:7]=[CH:6][C:5]([F:8])=[CH:4][C:3]=1[F:9].[Br:10]Br.S(=O)(=O)(O)[O-].[Na+]. (2) The reactants are: [NH2:1][C:2]1[CH:3]=[C:4]2[C:9](=[CH:10][C:11]=1[NH:12][CH2:13][CH3:14])[N:8]=[CH:7][N:6]=[C:5]2[N:15]1[CH2:20][CH2:19][N:18]([C:21](=[S:30])[NH:22][CH2:23][C:24]2[CH:29]=[CH:28][CH:27]=[CH:26][CH:25]=2)[CH2:17][CH2:16]1.C(N(CC)CC)C.[CH3:38][S:39](Cl)(=[O:41])=[O:40].[Cl-].[Na+]. Given the product [CH2:23]([NH:22][C:21]([N:18]1[CH2:19][CH2:20][N:15]([C:5]2[C:4]3[C:9](=[CH:10][C:11]([NH:12][CH2:13][CH3:14])=[C:2]([NH:1][S:39]([CH3:38])(=[O:41])=[O:40])[CH:3]=3)[N:8]=[CH:7][N:6]=2)[CH2:16][CH2:17]1)=[S:30])[C:24]1[CH:29]=[CH:28][CH:27]=[CH:26][CH:25]=1, predict the reactants needed to synthesize it. (3) Given the product [C:1]([C:4]1[CH:5]([C:23]2[CH:34]=[CH:33][C:32]([C:35]#[N:36])=[CH:31][C:24]=2[C:25]2[O:26][C:29]([CH3:30])=[CH:28][N:27]=2)[N:6]([CH3:22])[C:7](=[O:21])[N:8]([C:11]2[CH:16]=[CH:15][CH:14]=[C:13]([C:17]([F:20])([F:18])[F:19])[CH:12]=2)[C:9]=1[CH3:10])(=[O:3])[CH3:2], predict the reactants needed to synthesize it. The reactants are: [C:1]([C:4]1[CH:5]([C:23]2[CH:34]=[CH:33][C:32]([C:35]#[N:36])=[CH:31][C:24]=2[C:25]([NH:27][CH2:28][C:29]#[CH:30])=[O:26])[N:6]([CH3:22])[C:7](=[O:21])[N:8]([C:11]2[CH:16]=[CH:15][CH:14]=[C:13]([C:17]([F:20])([F:19])[F:18])[CH:12]=2)[C:9]=1[CH3:10])(=[O:3])[CH3:2]. (4) Given the product [CH2:1]([CH:3]1[C:12]2[C:8](=[CH:9][NH:10][N:11]=2)[C:7]2[N:22]=[C:23]([NH:25][C:26]3[N:31]=[C:30]([CH3:32])[CH:29]=[CH:28][N:27]=3)[S:24][C:6]=2[CH2:5][O:4]1)[CH3:2], predict the reactants needed to synthesize it. The reactants are: [CH2:1]([CH:3]1[C:12]2[C:8](=[CH:9][N:10](CC3C=CC(OC)=CC=3)[N:11]=2)[C:7]2[N:22]=[C:23]([NH:25][C:26]3[N:31]=[C:30]([CH3:32])[CH:29]=[CH:28][N:27]=3)[S:24][C:6]=2[CH2:5][O:4]1)[CH3:2]. (5) Given the product [O:1]=[C:2]1[C@@H:7]([NH:8][C:9](=[O:15])[O:10][C:11]([CH3:12])([CH3:14])[CH3:13])[CH2:6][CH2:5][CH2:4][N:3]1[C:25]1[CH:30]=[CH:29][CH:28]=[CH:27][CH:26]=1, predict the reactants needed to synthesize it. The reactants are: [O:1]=[C:2]1[C@@H:7]([NH:8][C:9](=[O:15])[O:10][C:11]([CH3:14])([CH3:13])[CH3:12])[CH2:6][CH2:5][CH2:4][NH:3]1.P([O-])([O-])([O-])=O.[K+].[K+].[K+].I[C:25]1[CH:30]=[CH:29][CH:28]=[CH:27][CH:26]=1.C(N)CN. (6) Given the product [Cl:13][C:14]1[CH:19]=[CH:18][C:17]([N:20]2[C:28]([C:29]([CH:31]3[CH2:32][CH2:33][CH2:34][CH2:35][CH2:36]3)=[O:30])=[C:27]3[C:22]([CH:23]=[CH:24][CH:25]=[CH:26]3)=[N:21]2)=[CH:16][CH:15]=1, predict the reactants needed to synthesize it. The reactants are: I(C1C=CC=CC=1C(O)=O)(=O)=O.[Cl:13][C:14]1[CH:19]=[CH:18][C:17]([N:20]2[C:28]([CH:29]([CH:31]3[CH2:36][CH2:35][CH2:34][CH2:33][CH2:32]3)[OH:30])=[C:27]3[C:22]([CH:23]=[CH:24][CH:25]=[CH:26]3)=[N:21]2)=[CH:16][CH:15]=1.